Dataset: Catalyst prediction with 721,799 reactions and 888 catalyst types from USPTO. Task: Predict which catalyst facilitates the given reaction. (1) Reactant: [O:1]1[C:5]2=[CH:6][N:7]=[C:8]([CH:10]([OH:12])[CH3:11])[CH:9]=[C:4]2[CH:3]=[CH:2]1.CC1(C)N([O])C(C)(C)CCC1.C1(N(Cl)C(=O)N(Cl)C(=O)N1Cl)=O. Product: [O:1]1[C:5]2=[CH:6][N:7]=[C:8]([C:10](=[O:12])[CH3:11])[CH:9]=[C:4]2[CH:3]=[CH:2]1. The catalyst class is: 21. (2) Reactant: [Br:1][C:2]1[CH:3]=[C:4]2[N:10]=[C:9]([NH2:11])[S:8][C:5]2=[N:6][CH:7]=1.[CH2:12]([N:14]=[C:15]=[O:16])[CH3:13]. Product: [Br:1][C:2]1[CH:3]=[C:4]2[N:10]=[C:9]([NH:11][C:15]([NH:14][CH2:12][CH3:13])=[O:16])[S:8][C:5]2=[N:6][CH:7]=1. The catalyst class is: 12. (3) Reactant: [CH:1]1([NH2:4])[CH2:3][CH2:2]1.Cl[C:6]1[N:11]2[CH:12]=[CH:13][N:14]=[C:10]2[N:9]=[C:8]([Cl:15])[C:7]=1[C:16]1[CH:21]=[CH:20][CH:19]=[CH:18][CH:17]=1.O.COC(C)(C)C. Product: [Cl:15][C:8]1[C:7]([C:16]2[CH:21]=[CH:20][CH:19]=[CH:18][CH:17]=2)=[C:6]([NH:4][CH:1]2[CH2:3][CH2:2]2)[N:11]2[CH:12]=[CH:13][N:14]=[C:10]2[N:9]=1. The catalyst class is: 174. (4) Reactant: [Si:1]([O:18][CH2:19][C:20]1[CH:21]=[C:22]2[C:26](=[CH:27][C:28]=1[S:29]([CH3:32])(=[O:31])=[O:30])[N:25]([S:33]([CH3:36])(=[O:35])=[O:34])[C:24]([CH:37]([OH:41])[CH:38]([CH3:40])[CH3:39])=[CH:23]2)([C:14]([CH3:17])([CH3:16])[CH3:15])([C:8]1[CH:13]=[CH:12][CH:11]=[CH:10][CH:9]=1)[C:2]1[CH:7]=[CH:6][CH:5]=[CH:4][CH:3]=1.CC(OI1(OC(C)=O)(OC(C)=O)OC(=O)C2C=CC=CC1=2)=O. Product: [Si:1]([O:18][CH2:19][C:20]1[CH:21]=[C:22]2[C:26](=[CH:27][C:28]=1[S:29]([CH3:32])(=[O:31])=[O:30])[N:25]([S:33]([CH3:36])(=[O:34])=[O:35])[C:24]([C:37](=[O:41])[CH:38]([CH3:39])[CH3:40])=[CH:23]2)([C:14]([CH3:15])([CH3:16])[CH3:17])([C:8]1[CH:9]=[CH:10][CH:11]=[CH:12][CH:13]=1)[C:2]1[CH:7]=[CH:6][CH:5]=[CH:4][CH:3]=1. The catalyst class is: 2. (5) Reactant: [NH2:1][OH:2].OC1C=CC2NN=NC=2N=1.C(N=C=NC(C)C)(C)C.[O:22]=[C:23]1[C:31]2[C:26](=[CH:27][CH:28]=[CH:29][CH:30]=2)[C:25](=[O:32])[N:24]1[CH2:33][C:34]1[CH:42]=[CH:41][C:37]([C:38](O)=[O:39])=[CH:36][CH:35]=1. Product: [O:22]=[C:23]1[C:31]2[C:26](=[CH:27][CH:28]=[CH:29][CH:30]=2)[C:25](=[O:32])[N:24]1[CH2:33][C:34]1[CH:42]=[CH:41][C:37]([C:38]([NH:1][OH:2])=[O:39])=[CH:36][CH:35]=1. The catalyst class is: 59. (6) Reactant: Cl.C([N:4]([CH:36]1[CH2:41][CH2:40][N:39]([CH3:42])[CH2:38][CH2:37]1)[C:5]1[CH:10]=[CH:9][C:8]([NH:11][C:12]2[N:13]=[CH:14][C:15]3[S:20][C:19]([C:21]([NH2:23])=[O:22])=[C:18]([C:24]4[CH:29]=[CH:28][CH:27]=[CH:26][C:25]=4[O:30][CH3:31])[C:16]=3[N:17]=2)=[C:7]([O:32][CH:33]([CH3:35])[CH3:34])[CH:6]=1)=O.N. Product: [CH:33]([O:32][C:7]1[CH:6]=[C:5]([NH:4][CH:36]2[CH2:37][CH2:38][N:39]([CH3:42])[CH2:40][CH2:41]2)[CH:10]=[CH:9][C:8]=1[NH:11][C:12]1[N:13]=[CH:14][C:15]2[S:20][C:19]([C:21]([NH2:23])=[O:22])=[C:18]([C:24]3[CH:29]=[CH:28][CH:27]=[CH:26][C:25]=3[O:30][CH3:31])[C:16]=2[N:17]=1)([CH3:35])[CH3:34]. The catalyst class is: 6.